Task: Predict the reactants needed to synthesize the given product.. Dataset: Full USPTO retrosynthesis dataset with 1.9M reactions from patents (1976-2016) (1) Given the product [CH3:7][O:8][C:9]1[CH:10]=[C:11](/[CH:12]=[CH:13]/[C:14]([NH:22][C:23]2[CH:35]=[C:34]([CH2:36][CH2:37][C:38]3[CH:39]=[CH:40][CH:41]=[CH:42][CH:43]=3)[CH:33]=[CH:32][C:24]=2[C:25]([O:27][C:28]([CH3:31])([CH3:30])[CH3:29])=[O:26])=[O:16])[CH:17]=[CH:18][C:19]=1[O:20][CH3:21], predict the reactants needed to synthesize it. The reactants are: C(Cl)(=O)C(Cl)=O.[CH3:7][O:8][C:9]1[CH:10]=[C:11]([CH:17]=[CH:18][C:19]=1[O:20][CH3:21])[CH:12]=[CH:13][C:14]([OH:16])=O.[NH2:22][C:23]1[CH:35]=[C:34]([CH2:36][CH2:37][C:38]2[CH:43]=[CH:42][CH:41]=[CH:40][CH:39]=2)[CH:33]=[CH:32][C:24]=1[C:25]([O:27][C:28]([CH3:31])([CH3:30])[CH3:29])=[O:26]. (2) Given the product [Br:1][C:2]1[CH:17]=[C:5]2[N:6]=[C:7]([CH3:16])[C:8]([CH2:11][C:12]([O:14][CH3:15])=[O:13])=[C:9]([N:23]3[CH2:24][CH2:25][C:20]([CH3:26])([CH3:19])[CH2:21][CH2:22]3)[N:4]2[N:3]=1, predict the reactants needed to synthesize it. The reactants are: [Br:1][C:2]1[CH:17]=[C:5]2[N:6]=[C:7]([CH3:16])[C:8]([CH2:11][C:12]([O:14][CH3:15])=[O:13])=[C:9](Cl)[N:4]2[N:3]=1.Cl.[CH3:19][C:20]1([CH3:26])[CH2:25][CH2:24][NH:23][CH2:22][CH2:21]1.CCN(C(C)C)C(C)C.